This data is from Skin sensitization/reaction prediction data. The task is: Regression/Classification. Given a drug SMILES string, predict its toxicity properties. Task type varies by dataset: regression for continuous values (e.g., LD50, hERG inhibition percentage) or binary classification for toxic/non-toxic outcomes (e.g., AMES mutagenicity, cardiotoxicity, hepatotoxicity). Dataset: skin_reaction. (1) The compound is CCCCCCCCCCCC(=O)OC(C)C(=O)OC(C)C(=O)O. The result is 1 (causes skin reaction). (2) The molecule is O=[N+]([O-])c1ccc(CBr)cc1. The result is 1 (causes skin reaction). (3) The drug is CCOC(=O)C(=NOC(C)(C)C(=O)OC(C)(C)C)c1csc(NC(c2ccccc2)(c2ccccc2)c2ccccc2)n1. The result is 0 (no skin reaction). (4) The molecule is O=c1c(O)c(O)c1=O. The result is 1 (causes skin reaction). (5) The drug is CC(=O)C=Cc1ccccc1. The result is 1 (causes skin reaction). (6) The molecule is CC=Cc1ccc(OC(C)C)c(OC)c1. The result is 1 (causes skin reaction). (7) The drug is C=C(C)C(=O)O. The result is 1 (causes skin reaction). (8) The drug is COC(=O)CCC(C#N)(CCC(=O)OC)c1ccc(OC)c(OC2CCCC2)c1. The result is 0 (no skin reaction). (9) The drug is C=C(C)C1CCC(C)=C(N=O)C1. The result is 1 (causes skin reaction). (10) The compound is Cc1nc(COc2ccc(CC(NC(=O)OC(C)(C)C)C3CO3)cc2)cs1. The result is 0 (no skin reaction).